From a dataset of Catalyst prediction with 721,799 reactions and 888 catalyst types from USPTO. Predict which catalyst facilitates the given reaction. (1) Reactant: Cl[C:2]1[NH:7][C:6]2[CH:8]=[C:9]([Cl:11])[S:10][C:5]=2[S:4](=[O:13])(=[O:12])[N:3]=1.[NH2:14][C:15]([CH3:19])([CH3:18])[CH2:16][OH:17].Cl. Product: [Cl:11][C:9]1[S:10][C:5]2[S:4](=[O:13])(=[O:12])[N:3]=[C:2]([NH:14][C:15]([CH3:19])([CH3:18])[CH2:16][OH:17])[NH:7][C:6]=2[CH:8]=1. The catalyst class is: 6. (2) Reactant: [Cl:1][C:2]1[N:7]=[C:6]([CH2:8]Cl)[C:5]([C:10]([O:12]C)=O)=[CH:4][CH:3]=1.Cl.[O:15]1[CH2:18][CH:17]([NH2:19])[CH2:16]1.C(=O)([O-])[O-].[K+].[K+].O. Product: [Cl:1][C:2]1[N:7]=[C:6]2[CH2:8][N:19]([CH:17]3[CH2:18][O:15][CH2:16]3)[C:10](=[O:12])[C:5]2=[CH:4][CH:3]=1. The catalyst class is: 39. (3) Reactant: [C:1]([OH:7])([C:3]([F:6])([F:5])[F:4])=[O:2].[NH2:8][C:9]1[N:14]=[CH:13][N:12]=[C:11]2[N:15]([CH:19]([C:21]3[C:22]([O:38][CH3:39])=[C:23]([CH2:29][CH2:30][C:31]([O:33]C(C)(C)C)=[O:32])[C:24]([CH3:28])=[C:25]([Cl:27])[CH:26]=3)[CH3:20])[N:16]=[C:17]([CH3:18])[C:10]=12. Product: [F:4][C:3]([F:6])([F:5])[C:1]([OH:7])=[O:2].[NH2:8][C:9]1[N:14]=[CH:13][N:12]=[C:11]2[N:15]([CH:19]([C:21]3[C:22]([O:38][CH3:39])=[C:23]([CH2:29][CH2:30][C:31]([OH:33])=[O:32])[C:24]([CH3:28])=[C:25]([Cl:27])[CH:26]=3)[CH3:20])[N:16]=[C:17]([CH3:18])[C:10]=12. The catalyst class is: 2. (4) Reactant: [Br:1][C:2]1[CH:11]=[CH:10][C:5]([C:6]([O:8][CH3:9])=[O:7])=[C:4]([CH3:12])[C:3]=1[OH:13].IC.[C:16](=O)([O-])[O-].[K+].[K+].CC(C)=O. Product: [Br:1][C:2]1[CH:11]=[CH:10][C:5]([C:6]([O:8][CH3:9])=[O:7])=[C:4]([CH3:12])[C:3]=1[O:13][CH3:16]. The catalyst class is: 35. (5) Reactant: [C:1](Cl)(=[O:9])[O:2][C:3]1[CH:8]=[CH:7][CH:6]=[CH:5][CH:4]=1.[CH2:11]([O:18][C:19]1[CH:20]=[C:21]([CH:35]=[CH:36][CH:37]=1)[C:22]([NH:24][C:25]1[CH:30]=[CH:29][CH:28]=[CH:27][C:26]=1[S:31](=[O:34])(=[O:33])[NH2:32])=[O:23])[C:12]1[CH:17]=[CH:16][CH:15]=[CH:14][CH:13]=1. Product: [CH2:11]([O:18][C:19]1[CH:20]=[C:21]([CH:35]=[CH:36][CH:37]=1)[C:22]([NH:24][C:25]1[CH:30]=[CH:29][CH:28]=[CH:27][C:26]=1[S:31]([NH:32][C:1]([O:2][C:3]1[CH:8]=[CH:7][CH:6]=[CH:5][CH:4]=1)=[O:9])(=[O:34])=[O:33])=[O:23])[C:12]1[CH:13]=[CH:14][CH:15]=[CH:16][CH:17]=1. The catalyst class is: 367. (6) Reactant: [CH3:1][S:2]([OH:5])(=[O:4])=[O:3].[Si]([O:13][CH2:14][CH2:15][N:16]([C:42]#[N:43])[C:17]1[CH:22]=[CH:21][C:20]([NH:23][C:24]([C:26]2[S:30][C:29]([CH3:31])=[N:28][C:27]=2[C:32]([NH:34][C:35]2[CH:40]=[CH:39][C:38]([Cl:41])=[CH:37][N:36]=2)=[O:33])=[O:25])=[CH:19][CH:18]=1)(C(C)(C)C)(C)C. Product: [CH3:1][S:2]([OH:5])(=[O:4])=[O:3].[Cl:41][C:38]1[CH:39]=[CH:40][C:35]([NH:34][C:32]([C:27]2[N:28]=[C:29]([CH3:31])[S:30][C:26]=2[C:24]([NH:23][C:20]2[CH:19]=[CH:18][C:17]([N:16]3[CH2:15][CH2:14][O:13][C:42]3=[NH:43])=[CH:22][CH:21]=2)=[O:25])=[O:33])=[N:36][CH:37]=1. The catalyst class is: 10.